This data is from Forward reaction prediction with 1.9M reactions from USPTO patents (1976-2016). The task is: Predict the product of the given reaction. (1) Given the reactants [CH3:1][CH:2]([O:4][C:5]([CH2:7][CH2:8][CH2:9]/[CH:10]=[CH:11]\[CH2:12][C@@H:13]1[C@@H:17]([CH2:18][CH2:19][C@@H:20]([OH:29])[CH2:21][CH2:22][C:23]2[CH:24]=[CH:25][CH:26]=[CH:27][CH:28]=2)[C@H:16]([OH:30])[CH2:15][C@@H:14]1[OH:31])=[O:6])[CH3:3].[CH2:32]([B:36](O)O)[CH2:33][CH2:34][CH3:35], predict the reaction product. The product is: [CH2:32]([B:36]1[O:31][C@H:14]2[CH2:15][C@H:16]([C@H:17]([CH2:18][CH2:19][C@@H:20]([OH:29])[CH2:21][CH2:22][C:23]3[CH:24]=[CH:25][CH:26]=[CH:27][CH:28]=3)[C@H:13]2[CH2:12]/[CH:11]=[CH:10]\[CH2:9][CH2:8][CH2:7][C:5]([O:4][CH:2]([CH3:1])[CH3:3])=[O:6])[O:30]1)[CH2:33][CH2:34][CH3:35]. (2) Given the reactants [Br:1][C:2]1[CH:10]=[CH:9][C:5]([C:6]([OH:8])=O)=[CH:4][N:3]=1.[CH:11]1([C:14]2[C:15]([N:21]3[CH2:26][CH2:25][NH:24][CH2:23][CH2:22]3)=[N:16][CH:17]=[C:18]([CH3:20])[CH:19]=2)[CH2:13][CH2:12]1, predict the reaction product. The product is: [Br:1][C:2]1[N:3]=[CH:4][C:5]([C:6]([N:24]2[CH2:25][CH2:26][N:21]([C:15]3[C:14]([CH:11]4[CH2:13][CH2:12]4)=[CH:19][C:18]([CH3:20])=[CH:17][N:16]=3)[CH2:22][CH2:23]2)=[O:8])=[CH:9][CH:10]=1. (3) Given the reactants [C:1]([CH:4]1[N:12](C(OC(C)(C)C)=O)[C:7]2=[N:8][CH:9]=[CH:10][CH:11]=[C:6]2[CH2:5]1)(=[O:3])[NH2:2].[C:20]([OH:26])([C:22]([F:25])([F:24])[F:23])=[O:21], predict the reaction product. The product is: [F:23][C:22]([F:25])([F:24])[C:20]([OH:26])=[O:21].[NH:12]1[C:7]2=[N:8][CH:9]=[CH:10][CH:11]=[C:6]2[CH2:5][CH:4]1[C:1]([NH2:2])=[O:3].